Predict which catalyst facilitates the given reaction. From a dataset of Catalyst prediction with 721,799 reactions and 888 catalyst types from USPTO. Reactant: C(OC(=O)[NH:7][CH:8]1[CH2:13][CH2:12][N:11]([CH2:14][CH2:15][C:16]2[CH:21]=[CH:20][C:19]([O:22][C:23]3[S:24][C:25]4[CH:31]=[CH:30][CH:29]=[CH:28][C:26]=4[N:27]=3)=[CH:18][CH:17]=2)[CH2:10][CH2:9]1)(C)(C)C.[ClH:33].[S:34]1[C:38]2[CH:39]=[CH:40][CH:41]=[CH:42][C:37]=2[N:36]=[C:35]1[O:43][C:44]1[CH:49]=[CH:48][C:47]([CH2:50][CH2:51][N:52]2[CH2:57][CH2:56][CH:55]([NH2:58])[CH2:54][CH2:53]2)=[CH:46][CH:45]=1. Product: [ClH:33].[S:24]1[C:25]2[CH:31]=[CH:30][CH:29]=[CH:28][C:26]=2[N:27]=[C:23]1[O:22][C:19]1[CH:18]=[CH:17][C:16]([CH2:15][CH2:14][N:11]2[CH2:10][CH2:9][CH:8]([NH2:7])[CH2:13][CH2:12]2)=[CH:21][CH:20]=1.[S:34]1[C:38]2[CH:39]=[CH:40][CH:41]=[CH:42][C:37]=2[N:36]=[C:35]1[O:43][C:44]1[CH:45]=[CH:46][C:47]([CH2:50][CH2:51][N:52]2[CH2:53][CH2:54][CH:55]([NH2:58])[CH2:56][CH2:57]2)=[CH:48][CH:49]=1. The catalyst class is: 2.